From a dataset of NCI-60 drug combinations with 297,098 pairs across 59 cell lines. Regression. Given two drug SMILES strings and cell line genomic features, predict the synergy score measuring deviation from expected non-interaction effect. Drug 1: CS(=O)(=O)CCNCC1=CC=C(O1)C2=CC3=C(C=C2)N=CN=C3NC4=CC(=C(C=C4)OCC5=CC(=CC=C5)F)Cl. Drug 2: CCN(CC)CCNC(=O)C1=C(NC(=C1C)C=C2C3=C(C=CC(=C3)F)NC2=O)C. Cell line: HL-60(TB). Synergy scores: CSS=-11.3, Synergy_ZIP=5.56, Synergy_Bliss=3.52, Synergy_Loewe=-15.2, Synergy_HSA=-13.2.